From a dataset of Orexin1 receptor HTS with 218,158 compounds and 233 confirmed actives. Binary Classification. Given a drug SMILES string, predict its activity (active/inactive) in a high-throughput screening assay against a specified biological target. The molecule is S(CC(=O)N(CC(=O)Nc1c(cccc1C)C)C)CC(=O)Nc1ccc(OC)cc1. The result is 0 (inactive).